Dataset: Forward reaction prediction with 1.9M reactions from USPTO patents (1976-2016). Task: Predict the product of the given reaction. (1) Given the reactants [NH2:1][C:2]1[CH:3]=[C:4]2[C:9](=[CH:10][CH:11]=1)[N:8]=[CH:7][N:6]=[C:5]2[NH:12][C:13]1[CH:18]=[CH:17][CH:16]=[C:15]([Br:19])[CH:14]=1.C(N(CC)C(C)C)(C)C.[Cl:29][CH2:30][C:31](Cl)=[O:32].C([O-])(O)=O.[Na+], predict the reaction product. The product is: [Br:19][C:15]1[CH:14]=[C:13]([NH:12][C:5]2[C:4]3[C:9](=[CH:10][CH:11]=[C:2]([NH:1][C:31](=[O:32])[CH2:30][Cl:29])[CH:3]=3)[N:8]=[CH:7][N:6]=2)[CH:18]=[CH:17][CH:16]=1. (2) Given the reactants [NH2:1][C:2]1[CH:11]=[CH:10][CH:9]=[C:8]2[C:3]=1[CH:4]=[CH:5][CH:6]=[C:7]2[OH:12].[Cl-].[CH3:14][O:15][C:16]1[C:28]([O:29][CH3:30])=[CH:27][CH:26]=[CH:25][C:17]=1[CH:18]=[N+:19]1[CH2:24][CH2:23][O:22][CH2:21][CH2:20]1, predict the reaction product. The product is: [NH2:1][C:2]1[CH:11]=[CH:10][CH:9]=[C:8]2[C:3]=1[CH:4]=[CH:5][C:6]([CH:18]([C:17]1[CH:25]=[CH:26][CH:27]=[C:28]([O:29][CH3:30])[C:16]=1[O:15][CH3:14])[N:19]1[CH2:20][CH2:21][O:22][CH2:23][CH2:24]1)=[C:7]2[OH:12]. (3) Given the reactants [CH3:1][O:2][N:3]1[CH2:8][CH2:7][CH:6]([C:9]2[CH:14]=[CH:13][C:12]([NH2:15])=[CH:11][CH:10]=2)[CH2:5][CH2:4]1.C1C(=O)N([Br:23])C(=O)C1, predict the reaction product. The product is: [Br:23][C:11]1[CH:10]=[C:9]([C:6]2[CH2:5][CH2:4][N:3]([O:2][CH3:1])[CH2:8][CH:7]=2)[CH:14]=[CH:13][C:12]=1[NH2:15]. (4) The product is: [CH2:11]([N:18]1[CH2:19][CH:20]=[C:21]([C:24]([CH3:28])([CH3:27])[CH:25]=[O:26])[CH2:22][CH2:23]1)[C:12]1[CH:17]=[CH:16][CH:15]=[CH:14][CH:13]=1. Given the reactants C(Cl)(=O)C(Cl)=O.CS(C)=O.[CH2:11]([N:18]1[CH2:23][CH:22]=[C:21]([C:24]([CH3:28])([CH3:27])[CH2:25][OH:26])[CH2:20][CH2:19]1)[C:12]1[CH:17]=[CH:16][CH:15]=[CH:14][CH:13]=1.C(N(CC)CC)C, predict the reaction product.